Dataset: Aqueous solubility values for 9,982 compounds from the AqSolDB database. Task: Regression/Classification. Given a drug SMILES string, predict its absorption, distribution, metabolism, or excretion properties. Task type varies by dataset: regression for continuous measurements (e.g., permeability, clearance, half-life) or binary classification for categorical outcomes (e.g., BBB penetration, CYP inhibition). For this dataset (solubility_aqsoldb), we predict Y. (1) The molecule is CC(C)COC(=O)n1cc(F)c(=O)[nH]c1=O. The Y is -1.89 log mol/L. (2) The compound is C=CCCCCCCCCC(=O)NCCC[N+](C)(C)C.COS(=O)(=O)[O-]. The Y is 0.0941 log mol/L. (3) The drug is CC(C)OC(=O)c1ccccc1C(=O)OC(C)C. The Y is -2.88 log mol/L. (4) The molecule is O=C1c2ccccc2C(=O)C1c1nc2ccccc2c(Br)c1O. The Y is -4.87 log mol/L. (5) The molecule is Cc1noc(C)c1N=C1C=C(O)C(=O)c2ccccc21. The Y is -3.89 log mol/L. (6) The drug is Clc1cc(Cl)c(Cl)c(-c2c(Cl)cc(Cl)c(Cl)c2Cl)c1. The Y is -8.68 log mol/L. (7) The Y is -9.16 log mol/L. The compound is Clc1cc2oc3c(Cl)c(Cl)c(Cl)cc3c2cc1Cl.